Dataset: Forward reaction prediction with 1.9M reactions from USPTO patents (1976-2016). Task: Predict the product of the given reaction. (1) Given the reactants S(Cl)([Cl:4])(=O)=O.[OH:6][C:7]1[CH:8]=[C:9]2[C:14](=[CH:15][CH:16]=1)[CH:13]=[N:12][CH:11]=[CH:10]2, predict the reaction product. The product is: [Cl:4][C:8]1[C:7]([OH:6])=[CH:16][CH:15]=[C:14]2[C:9]=1[CH:10]=[CH:11][N:12]=[CH:13]2. (2) Given the reactants Br[C:2]1[S:6][C:5]([CH2:7][CH:8]([NH:10][C:11]([C:13]2[C:14]([CH:19]([F:21])[F:20])=[N:15][N:16]([CH3:18])[CH:17]=2)=[O:12])[CH3:9])=[C:4]([Cl:22])[CH:3]=1.[CH:23]1([C:26]#[CH:27])[CH2:25][CH2:24]1.C(N(CC)CC)C.C(OC(=O)C)C, predict the reaction product. The product is: [Cl:22][C:4]1[CH:3]=[C:2]([C:27]#[C:26][CH:23]2[CH2:25][CH2:24]2)[S:6][C:5]=1[CH2:7][CH:8]([NH:10][C:11]([C:13]1[C:14]([CH:19]([F:21])[F:20])=[N:15][N:16]([CH3:18])[CH:17]=1)=[O:12])[CH3:9]. (3) Given the reactants [CH2:1]([N:3]([CH2:15][C:16]1[CH:21]=[CH:20][CH:19]=[CH:18][C:17]=1[F:22])[C:4](=[O:14])[CH2:5][O:6][C:7]1[CH:12]=[CH:11][C:10]([OH:13])=[CH:9][CH:8]=1)[CH3:2].Br[CH2:24][C:25]1[CH:34]=[CH:33][CH:32]=[CH:31][C:26]=1[C:27]([O:29][CH3:30])=[O:28].C(=O)([O-])[O-].[K+].[K+].CCOC(C)=O, predict the reaction product. The product is: [CH2:1]([N:3]([CH2:15][C:16]1[CH:21]=[CH:20][CH:19]=[CH:18][C:17]=1[F:22])[C:4](=[O:14])[CH2:5][O:6][C:7]1[CH:8]=[CH:9][C:10]([O:13][CH2:24][C:25]2[CH:34]=[CH:33][CH:32]=[CH:31][C:26]=2[C:27]([O:29][CH3:30])=[O:28])=[CH:11][CH:12]=1)[CH3:2]. (4) Given the reactants C(OC([N:8](CC1C=CC(OC)=CC=1)[C:9]1[CH:14]=[C:13]([CH2:15][C@H:16]2[C:19](=[O:20])[N:18]([C:21](=[O:31])[NH:22][C@@H:23]([CH:25]3[CH2:30][CH2:29][CH2:28][CH2:27][CH2:26]3)[CH3:24])[C@@H:17]2[C:32]([OH:34])=[O:33])[CH:12]=[CH:11][N:10]=1)=O)(C)(C)C.[C:44]([OH:50])([C:46]([F:49])([F:48])[F:47])=[O:45], predict the reaction product. The product is: [F:47][C:46]([F:49])([F:48])[C:44]([OH:50])=[O:45].[NH2:8][C:9]1[CH:14]=[C:13]([CH2:15][C@H:16]2[C:19](=[O:20])[N:18]([C:21](=[O:31])[NH:22][C@@H:23]([CH:25]3[CH2:26][CH2:27][CH2:28][CH2:29][CH2:30]3)[CH3:24])[C@@H:17]2[C:32]([OH:34])=[O:33])[CH:12]=[CH:11][N:10]=1. (5) Given the reactants [CH:1]1[CH:5]=[C:4]([CH2:6][N:7]([CH2:11][CH2:12][Cl:13])[CH2:8][CH2:9][Cl:10])[S:3][CH:2]=1.[ClH:14].[Br-].CN(C=O)C.C(N(CC)CC)C.CCC1(C2C=CC(N)=CC=2)C(=O)NC(=O)CC1, predict the reaction product. The product is: [CH:1]1[CH:5]=[C:4]([CH2:6][N:7]([CH2:11][CH2:12][Cl:13])[CH2:8][CH2:9][Cl:10])[S:3][CH:2]=1.[ClH:14].